From a dataset of Forward reaction prediction with 1.9M reactions from USPTO patents (1976-2016). Predict the product of the given reaction. (1) Given the reactants [Br:1][C:2]1[CH:9]=[C:8]([N:10]2[C:14]3=[N:15][CH:16]=[CH:17][C:18](Cl)=[C:13]3[C:12]([CH:20]([CH3:22])[CH3:21])=[N:11]2)[CH:7]=[CH:6][C:3]=1[C:4]#[N:5].C(=O)([O-])[O-].[K+].[K+].[NH:29]1[CH:33]=[CH:32][N:31]=[CH:30]1, predict the reaction product. The product is: [N:29]1([C:18]2[CH:17]=[CH:16][N:15]=[C:14]3[N:10]([C:8]4[CH:7]=[CH:6][C:3]([C:4]#[N:5])=[C:2]([Br:1])[CH:9]=4)[N:11]=[C:12]([CH:20]([CH3:22])[CH3:21])[C:13]=23)[CH:33]=[CH:32][N:31]=[CH:30]1. (2) Given the reactants [Br:1][C:2]1[CH:7]=[CH:6][C:5]([F:8])=[C:4](I)[CH:3]=1.[CH2:10]([Li])[CH2:11][CH2:12][CH3:13].B(F)(F)F.[CH3:19]COCC.[O:24]1CCC=[N:25]1, predict the reaction product. The product is: [Br:1][C:2]1[CH:7]=[CH:6][C:5]([F:8])=[C:4]([C:13]2([CH3:19])[CH:12]3[CH:10]([CH2:11]3)[O:24][NH:25]2)[CH:3]=1. (3) Given the reactants [CH3:1][O:2][C:3]1[CH:8]=[CH:7][C:6]([O:9][CH3:10])=[CH:5][C:4]=1[S:11]([NH:14][C@@H:15]1[CH2:19][CH2:18][N:17]([C:20]([O:22][C:23]([CH3:26])([CH3:25])[CH3:24])=[O:21])[CH2:16]1)(=[O:13])=[O:12].[H-].[Na+].Br[CH2:30][CH2:31][CH3:32], predict the reaction product. The product is: [CH3:1][O:2][C:3]1[CH:8]=[CH:7][C:6]([O:9][CH3:10])=[CH:5][C:4]=1[S:11]([N:14]([CH2:30][CH2:31][CH3:32])[C@@H:15]1[CH2:19][CH2:18][N:17]([C:20]([O:22][C:23]([CH3:26])([CH3:25])[CH3:24])=[O:21])[CH2:16]1)(=[O:12])=[O:13]. (4) Given the reactants [CH2:1]([N:8]1[C:13](=[O:14])[C:12]2[CH:15]=[CH:16][CH:17]=[N:18][C:11]=2[N:10]=[C:9]1[CH:19](Br)[CH:20]([CH3:22])[CH3:21])[C:2]1[CH:7]=[CH:6][CH:5]=[CH:4][CH:3]=1.[N-:24]=[N+:25]=[N-:26].[Na+].[CH3:28][N:29]([CH:31]=[O:32])C, predict the reaction product. The product is: [NH2:8][CH2:9][CH2:19][CH2:28][N:29]([CH:19]([C:9]1[N:8]([CH2:1][C:2]2[CH:7]=[CH:6][CH:5]=[CH:4][CH:3]=2)[C:13](=[O:14])[C:12]2[CH:15]=[CH:16][CH:17]=[N:18][C:11]=2[N:10]=1)[CH:20]([CH3:22])[CH3:21])[C:31](=[O:32])[C:5]1[CH:6]=[CH:7][C:2]([CH3:1])=[CH:3][CH:4]=1.[N:24]([CH:19]([C:9]1[N:8]([CH2:1][C:2]2[CH:7]=[CH:6][CH:5]=[CH:4][CH:3]=2)[C:13](=[O:14])[C:12]2[CH:15]=[CH:16][CH:17]=[N:18][C:11]=2[N:10]=1)[CH:20]([CH3:22])[CH3:21])=[N+:25]=[N-:26]. (5) Given the reactants N[C:2]1[CH:3]=[CH:4][C:5]([CH3:12])=[C:6]([CH:11]=1)[C:7]([O:9][CH3:10])=[O:8].N([O-])=[O:14].[Na+], predict the reaction product. The product is: [OH:14][C:2]1[CH:3]=[CH:4][C:5]([CH3:12])=[C:6]([CH:11]=1)[C:7]([O:9][CH3:10])=[O:8]. (6) Given the reactants [NH2:1][C:2]1[C:3]([C:26]#[N:27])=[C:4]([CH:23]=[CH:24][CH:25]=1)[O:5][CH2:6][CH:7]1[CH2:12][CH2:11][CH2:10][N:9](C(OCC2C=CC=CC=2)=O)[CH2:8]1.O=[C:29]([CH3:36])[CH2:30][C:31]([O:33][CH2:34][CH3:35])=[O:32], predict the reaction product. The product is: [NH2:27][C:26]1[C:3]2[C:2](=[CH:25][CH:24]=[CH:23][C:4]=2[O:5][CH2:6][CH:7]2[CH2:12][CH2:11][CH2:10][NH:9][CH2:8]2)[N:1]=[C:29]([CH3:36])[C:30]=1[C:31]([O:33][CH2:34][CH3:35])=[O:32]. (7) Given the reactants [CH:1]1([N:6]2[CH2:12][C:11]([F:14])([F:13])[C:10](=[O:15])[N:9]([CH3:16])[C:8]3[CH:17]=[N:18][C:19]([NH:21][C:22]4[CH:30]=[CH:29][C:25]([C:26]([OH:28])=O)=[CH:24][C:23]=4[O:31][CH3:32])=[N:20][C:7]2=3)[CH2:5][CH2:4][CH2:3][CH2:2]1.CN(C(ON1N=NC2C=CC=NC1=2)=[N+](C)C)C.F[P-](F)(F)(F)(F)F.[CH3:57][N:58]1[CH2:63][CH2:62][N:61]([NH2:64])[CH2:60][CH2:59]1, predict the reaction product. The product is: [CH:1]1([N:6]2[CH2:12][C:11]([F:14])([F:13])[C:10](=[O:15])[N:9]([CH3:16])[C:8]3[CH:17]=[N:18][C:19]([NH:21][C:22]4[CH:30]=[CH:29][C:25]([C:26]([NH:64][N:61]5[CH2:62][CH2:63][N:58]([CH3:57])[CH2:59][CH2:60]5)=[O:28])=[CH:24][C:23]=4[O:31][CH3:32])=[N:20][C:7]2=3)[CH2:5][CH2:4][CH2:3][CH2:2]1. (8) Given the reactants [Cl:1][C:2]1[CH:7]=[C:6]([NH:8][C:9]2[CH:14]=[CH:13][C:12](C(F)(F)F)=[CH:11][CH:10]=2)[CH:5]=[CH:4][C:3]=1[C:19]([C:21]1[CH:26]=[C:25]([N+:27]([O-:29])=[O:28])[CH:24]=[CH:23][C:22]=1[CH3:30])=[O:20].Br[C:32]1C=CC(C(C2C=C([N+]([O-])=O)C=CC=2C)=O)=C(Cl)C=1.CC1C=CC=CC=1N, predict the reaction product. The product is: [Cl:1][C:2]1[CH:7]=[C:6]([NH:8][C:9]2[CH:14]=[CH:13][CH:12]=[CH:11][C:10]=2[CH3:32])[CH:5]=[CH:4][C:3]=1[C:19]([C:21]1[CH:26]=[C:25]([N+:27]([O-:29])=[O:28])[CH:24]=[CH:23][C:22]=1[CH3:30])=[O:20]. (9) Given the reactants [CH2:1]([NH:8][C@H:9]1[CH2:14][CH2:13][C@@H:12]([NH:15][C:16]2[CH:21]=[C:20](Cl)[CH:19]=[CH:18][N+:17]=2[O-:23])[CH2:11][CH2:10]1)[C:2]1[CH:7]=[CH:6][CH:5]=[CH:4][CH:3]=1.[NH:24]([CH3:26])[CH3:25].C(O)CCC.C([O-])(O)=O.[Na+], predict the reaction product. The product is: [CH2:1]([NH:8][C@@H:9]1[CH2:14][CH2:13][C@H:12]([NH:15][C:16]2[N+:17]([O-:23])=[CH:18][CH:19]=[C:20]([N:24]([CH3:26])[CH3:25])[CH:21]=2)[CH2:11][CH2:10]1)[C:2]1[CH:7]=[CH:6][CH:5]=[CH:4][CH:3]=1. (10) The product is: [Br-:27].[C:39]([N:32]1[C:33]2[C:38](=[CH:37][CH:36]=[CH:35][CH:34]=2)[C@H:30]([CH2:29][CH2:28][N+:1]2[CH:6]=[CH:5][C:4]([C:7]3[CH:8]=[C:9]4[C:13](=[CH:14][CH:15]=3)[NH:12][CH:11]=[CH:10]4)=[CH:3][CH:2]=2)[CH2:31]1)(=[O:40])[NH2:41]. Given the reactants [N:1]1[CH:6]=[CH:5][C:4]([C:7]2[CH:8]=[C:9]3[C:13](=[CH:14][CH:15]=2)[NH:12][CH:11]=[CH:10]3)=[CH:3][CH:2]=1.O1CCOCC1.O1CCCC1.[Br:27][CH2:28][CH2:29][C@H:30]1[C:38]2[C:33](=[CH:34][CH:35]=[CH:36][CH:37]=2)[N:32]([C:39]([NH2:41])=[O:40])[CH2:31]1, predict the reaction product.